This data is from Full USPTO retrosynthesis dataset with 1.9M reactions from patents (1976-2016). The task is: Predict the reactants needed to synthesize the given product. (1) Given the product [F:21][C:22]1[CH:30]=[CH:29][C:25]([C:26]([N:1]2[CH2:11][CH2:10][CH2:9][CH:3]([C:4]([O:6][CH2:7][CH3:8])=[O:5])[CH2:2]2)=[O:27])=[CH:24][CH:23]=1, predict the reactants needed to synthesize it. The reactants are: [NH:1]1[CH2:11][CH2:10][CH2:9][CH:3]([C:4]([O:6][CH2:7][CH3:8])=[O:5])[CH2:2]1.CCN(C(C)C)C(C)C.[F:21][C:22]1[CH:30]=[CH:29][C:25]([C:26](Cl)=[O:27])=[CH:24][CH:23]=1. (2) Given the product [C:69]([O:73][C:74]([NH:76][CH2:77][C:78]1[CH:86]=[CH:85][C:84]([F:87])=[CH:83][C:79]=1[C:80]([NH:1][CH2:2][CH2:3][CH2:4][CH2:5][S:6]([N:9]([C:11]1[N:20]=[C:19]([C:21]([O:23][CH3:24])=[O:22])[C:18]([O:25][S:26]([C:29]2[CH:35]=[CH:34][C:32]([CH3:33])=[CH:31][CH:30]=2)(=[O:27])=[O:28])=[C:17]2[C:12]=1[CH:13]=[CH:14][CH:15]=[N:16]2)[CH3:10])(=[O:8])=[O:7])=[O:81])=[O:75])([CH3:72])([CH3:70])[CH3:71], predict the reactants needed to synthesize it. The reactants are: [NH2:1][CH2:2][CH2:3][CH2:4][CH2:5][S:6]([N:9]([C:11]1[N:20]=[C:19]([C:21]([O:23][CH3:24])=[O:22])[C:18]([O:25][S:26]([C:29]2[CH:35]=[CH:34][C:32]([CH3:33])=[CH:31][CH:30]=2)(=[O:28])=[O:27])=[C:17]2[C:12]=1[CH:13]=[CH:14][CH:15]=[N:16]2)[CH3:10])(=[O:8])=[O:7].CCN(C(C)C)C(C)C.CN(C(ON1N=NC2C=CC=CC1=2)=[N+](C)C)C.F[P-](F)(F)(F)(F)F.[C:69]([O:73][C:74]([NH:76][CH2:77][C:78]1[CH:86]=[CH:85][C:84]([F:87])=[CH:83][C:79]=1[C:80](O)=[O:81])=[O:75])([CH3:72])([CH3:71])[CH3:70]. (3) Given the product [CH3:1][C:2]1[C:10]2[C:9](=[O:11])[NH:8][CH:7]=[N:6][C:5]=2[N:4]([C:12]2[CH:19]=[CH:18][C:15]([C:16]([NH2:17])=[O:29])=[C:14]([NH:20][CH:21]3[CH2:26][CH2:25][O:24][CH2:23][CH2:22]3)[CH:13]=2)[N:3]=1, predict the reactants needed to synthesize it. The reactants are: [CH3:1][C:2]1[C:10]2[C:9](=[O:11])[NH:8][CH:7]=[N:6][C:5]=2[N:4]([C:12]2[CH:19]=[CH:18][C:15]([C:16]#[N:17])=[C:14]([NH:20][CH:21]3[CH2:26][CH2:25][O:24][CH2:23][CH2:22]3)[CH:13]=2)[N:3]=1.C([OH:29])C.CS(C)=O. (4) Given the product [Br:1][C:2]1[CH:3]=[CH:4][C:5]([C:8]2[N:9]([CH3:20])[C:10](=[O:15])[C:11]([CH3:13])([CH3:14])[N:12]=2)=[N:6][CH:7]=1, predict the reactants needed to synthesize it. The reactants are: [Br:1][C:2]1[CH:3]=[CH:4][C:5]([C:8]2[NH:9][C:10](=[O:15])[C:11]([CH3:14])([CH3:13])[N:12]=2)=[N:6][CH:7]=1.IC.[H-].[Na+].[C:20]([O-])(O)=O.[Na+]. (5) Given the product [CH3:1][C:2]1([CH3:18])[CH2:7][O:6][B:5]([C:8]2[CH:13]=[CH:12][C:11]([F:27])=[CH:10][C:9]=2[NH2:17])[O:4][CH2:3]1, predict the reactants needed to synthesize it. The reactants are: [CH3:1][C:2]1([CH3:18])[CH2:7][O:6][B:5]([C:8]2[CH:13]=[CH:12][C:11]([N+]([O-])=O)=[CH:10][C:9]=2[NH2:17])[O:4][CH2:3]1.BrC1C=CC([F:27])=CC=1N. (6) Given the product [OH:1][C:2]1[CH:14]=[CH:13][C:5]2[N:6]=[C:7]([C:9]([OH:11])=[O:10])[O:8][C:4]=2[CH:3]=1, predict the reactants needed to synthesize it. The reactants are: [OH:1][C:2]1[CH:14]=[CH:13][C:5]2[N:6]=[C:7]([C:9]([O:11]C)=[O:10])[O:8][C:4]=2[CH:3]=1.[OH-].[Na+].Cl. (7) Given the product [Cl:10][C:11]1[C:16]([O:17][CH3:18])=[CH:15][C:14]([C:19]2[CH:24]=[C:23]([CH2:25][N:1]3[CH2:6][CH2:5][CH:4]([C:7]([NH2:9])=[O:8])[CH2:3][CH2:2]3)[CH:22]=[CH:21][N:20]=2)=[CH:13][C:12]=1[O:27][CH3:28], predict the reactants needed to synthesize it. The reactants are: [NH:1]1[CH2:6][CH2:5][CH:4]([C:7]([NH2:9])=[O:8])[CH2:3][CH2:2]1.[Cl:10][C:11]1[C:16]([O:17][CH3:18])=[CH:15][C:14]([C:19]2[CH:24]=[C:23]([CH2:25]Cl)[CH:22]=[CH:21][N:20]=2)=[CH:13][C:12]=1[O:27][CH3:28].